This data is from Full USPTO retrosynthesis dataset with 1.9M reactions from patents (1976-2016). The task is: Predict the reactants needed to synthesize the given product. (1) Given the product [F:50][C:51]1[CH:56]=[CH:55][C:54]([N:57]([CH3:59])[NH:58][C:9](=[O:11])[C:8]2[CH:12]=[C:4]([CH:1]3[CH2:2][CH2:3]3)[C:5]([O:13][CH2:14][CH:15]3[CH2:17][CH2:16]3)=[N:6][CH:7]=2)=[CH:53][CH:52]=1, predict the reactants needed to synthesize it. The reactants are: [CH:1]1([C:4]2[C:5]([O:13][CH2:14][CH:15]3[CH2:17][CH2:16]3)=[N:6][CH:7]=[C:8]([CH:12]=2)[C:9]([OH:11])=O)[CH2:3][CH2:2]1.CN(C(ON1N=NC2C=CC=CC1=2)=[N+](C)C)C.[B-](F)(F)(F)F.C(N(CC)C(C)C)(C)C.Cl.[F:50][C:51]1[CH:56]=[CH:55][C:54]([N:57]([CH3:59])[NH2:58])=[CH:53][CH:52]=1. (2) Given the product [Cl:23][C:20]1[CH:21]=[CH:22][C:17]([CH2:16][N:11]2[CH:12]=[C:7]([CH:1]3[CH2:6][CH2:5][CH2:4][CH2:3][CH2:2]3)[CH:8]=[CH:9][C:10]2=[O:13])=[CH:18][CH:19]=1, predict the reactants needed to synthesize it. The reactants are: [CH:1]1([C:7]2[CH:8]=[CH:9][C:10]([O:13]C)=[N:11][CH:12]=2)[CH2:6][CH2:5][CH2:4][CH2:3][CH2:2]1.Br[CH2:16][C:17]1[CH:22]=[CH:21][C:20]([Cl:23])=[CH:19][CH:18]=1. (3) Given the product [CH:1]1([CH2:7][C:8](=[O:10])[CH2:9][C:12]([O:14][CH2:15][CH3:16])=[O:13])[CH2:6][CH2:5][CH2:4][CH2:3][CH2:2]1, predict the reactants needed to synthesize it. The reactants are: [CH:1]1([CH2:7][C:8](=[O:10])[CH3:9])[CH2:6][CH2:5][CH2:4][CH2:3][CH2:2]1.[C:12]([O:14][CH2:15][CH3:16])(=[O:13])[C:12]([O:14][CH2:15][CH3:16])=[O:13].CC[O-].[Na+].CCO. (4) Given the product [F:30][CH:14]([C:9]1[CH:10]=[CH:11][CH:12]=[CH:13][C:8]=1[C:4]1[CH:5]=[CH:6][CH:7]=[C:2]([F:1])[CH:3]=1)[C:15]([O:17][CH2:18][CH3:19])=[O:16], predict the reactants needed to synthesize it. The reactants are: [F:1][C:2]1[CH:3]=[C:4]([C:8]2[CH:13]=[CH:12][CH:11]=[CH:10][C:9]=2[CH2:14][C:15]([O:17][CH2:18][CH3:19])=[O:16])[CH:5]=[CH:6][CH:7]=1.C[Si](C)(C)[N-][Si](C)(C)C.[Li+].[F:30]N(S(C1C=CC=CC=1)(=O)=O)S(C1C=CC=CC=1)(=O)=O.[Cl-].[NH4+]. (5) Given the product [OH:43][C@H:42]([CH2:41][O:40][C:39]1[CH:45]=[CH:46][C:36]([OH:35])=[CH:37][CH:38]=1)[CH2:44][NH:1][CH2:2][CH2:3][C:4]1[CH:5]=[CH:6][C:7]([O:8][CH:9]2[CH2:14][CH2:13][N:12]([C:15]([NH:17][CH2:18][CH2:19][CH2:20][CH2:21][CH2:22][CH2:23][CH2:24][CH3:25])=[O:16])[CH2:11][CH2:10]2)=[CH:26][CH:27]=1, predict the reactants needed to synthesize it. The reactants are: [NH2:1][CH2:2][CH2:3][C:4]1[CH:27]=[CH:26][C:7]([O:8][CH:9]2[CH2:14][CH2:13][N:12]([C:15]([NH:17][CH2:18][CH2:19][CH2:20][CH2:21][CH2:22][CH2:23][CH2:24][CH3:25])=[O:16])[CH2:11][CH2:10]2)=[CH:6][CH:5]=1.C([O:35][C:36]1[CH:46]=[CH:45][C:39]([O:40][CH2:41][C@@H:42]2[CH2:44][O:43]2)=[CH:38][CH:37]=1)C1C=CC=CC=1.CCCCCC. (6) Given the product [CH3:55][C:35]([O:44][C:45]1[CH:46]=[CH:47][C:48]([C:51]([CH3:54])([CH3:53])[CH3:52])=[CH:49][CH:50]=1)([CH2:36][C:37]1[CH:42]=[CH:41][C:40]([O:20][CH2:19][CH2:18][C:3]2[N:4]=[C:5]([C:7]3[CH:8]=[CH:9][C:10]([C:13]4[S:14][CH:15]=[CH:16][CH:17]=4)=[CH:11][CH:12]=3)[O:6][C:2]=2[CH3:1])=[CH:39][CH:38]=1)[C:34]([OH:56])=[O:33], predict the reactants needed to synthesize it. The reactants are: [CH3:1][C:2]1[O:6][C:5]([C:7]2[CH:12]=[CH:11][C:10]([C:13]3[S:14][CH:15]=[CH:16][CH:17]=3)=[CH:9][CH:8]=2)=[N:4][C:3]=1[CH2:18][CH2:19][O:20]S(C1C=CC(C)=CC=1)(=O)=O.C([O:33][C:34](=[O:56])[C:35]([CH3:55])([O:44][C:45]1[CH:50]=[CH:49][C:48]([C:51]([CH3:54])([CH3:53])[CH3:52])=[CH:47][CH:46]=1)[CH2:36][C:37]1[CH:42]=[CH:41][C:40](O)=[CH:39][CH:38]=1)C. (7) Given the product [CH2:17]([C:15]1[CH:16]=[C:7]2[C:6]([C:4]([OH:5])=[O:3])=[CH:11][CH:10]=[C:9]([O:12][CH3:13])[N:8]2[N:14]=1)[CH3:18], predict the reactants needed to synthesize it. The reactants are: C([O:3][C:4]([C:6]1[C:7]2[N:8]([N:14]=[C:15]([CH2:17][CH3:18])[CH:16]=2)[C:9]([O:12][CH3:13])=[CH:10][CH:11]=1)=[O:5])C.[OH-].[K+]. (8) Given the product [ClH:36].[NH2:43][C:44]1[C:45]([C:51]([NH:53][CH2:54][CH2:55][C:56]2[S:57][CH:58]=[CH:59][CH:60]=2)=[O:52])=[N:46][C:47]([C:15]2[CH:20]=[CH:19][C:18]([S:21]([N:24]3[CH2:29][CH2:28][N:27]([CH3:30])[CH2:26][CH2:25]3)(=[O:23])=[O:22])=[CH:17][CH:16]=2)=[CH:48][N:49]=1, predict the reactants needed to synthesize it. The reactants are: B(OC(C)C)(OC(C)C)OC(C)C.Br[C:15]1[CH:20]=[CH:19][C:18]([S:21]([N:24]2[CH2:29][CH2:28][N:27]([CH3:30])[CH2:26][CH2:25]2)(=[O:23])=[O:22])=[CH:17][CH:16]=1.C([Li])CCC.[ClH:36].C(=O)([O-])[O-].[Na+].[Na+].[NH2:43][C:44]1[C:45]([C:51]([NH:53][CH2:54][CH2:55][C:56]2[S:57][CH:58]=[CH:59][CH:60]=2)=[O:52])=[N:46][C:47](Br)=[CH:48][N:49]=1. (9) Given the product [C:73]([C:70]1[CH:71]=[CH:72][C:67]([N:61]2[C:62](=[O:66])[C:63]([CH3:65])([CH3:64])[N:59]([C:56]3[CH:55]=[CH:54][C:53]([O:52][CH2:51][CH2:50][O:49][CH2:48][CH2:47][O:46][CH2:45][CH2:44][O:43][C:32]4[CH:33]=[C:34]([C:37]5[S:41][CH:40]=[N:39][C:38]=5[CH3:42])[CH:35]=[CH:36][C:31]=4[CH2:30][NH:29][C:27]([C@@H:8]4[CH2:7][C@@H:6]([OH:5])[CH2:10][N:9]4[C:11](=[O:26])[C@@H:12]([N:16]4[CH2:24][C:23]5[C:18](=[CH:19][CH:20]=[CH:21][CH:22]=5)[C:17]4=[O:25])[CH:13]([CH3:15])[CH3:14])=[O:28])=[CH:58][CH:57]=3)[C:60]2=[S:79])=[CH:68][C:69]=1[C:75]([F:77])([F:76])[F:78])#[N:74], predict the reactants needed to synthesize it. The reactants are: C([O:5][C@H:6]1[CH2:10][N:9]([C:11](=[O:26])[C@@H:12]([N:16]2[CH2:24][C:23]3[C:18](=[CH:19][CH:20]=[CH:21][CH:22]=3)[C:17]2=[O:25])[CH:13]([CH3:15])[CH3:14])[C@H:8]([C:27]([NH:29][CH2:30][C:31]2[CH:36]=[CH:35][C:34]([C:37]3[S:41][CH:40]=[N:39][C:38]=3[CH3:42])=[CH:33][C:32]=2[O:43][CH2:44][CH2:45][O:46][CH2:47][CH2:48][O:49][CH2:50][CH2:51][O:52][C:53]2[CH:58]=[CH:57][C:56]([N:59]3[C:63]([CH3:65])([CH3:64])[C:62](=[O:66])[N:61]([C:67]4[CH:72]=[CH:71][C:70]([C:73]#[N:74])=[C:69]([C:75]([F:78])([F:77])[F:76])[CH:68]=4)[C:60]3=[S:79])=[CH:55][CH:54]=2)=[O:28])[CH2:7]1)(C)(C)C.FC(F)(F)C(O)=O.